Dataset: CYP3A4 inhibition data for predicting drug metabolism from PubChem BioAssay. Task: Regression/Classification. Given a drug SMILES string, predict its absorption, distribution, metabolism, or excretion properties. Task type varies by dataset: regression for continuous measurements (e.g., permeability, clearance, half-life) or binary classification for categorical outcomes (e.g., BBB penetration, CYP inhibition). Dataset: cyp3a4_veith. (1) The result is 1 (inhibitor). The compound is COCCn1c(=O)c(-c2cccc(C#N)c2)nc2cnc(N3CCNCC3)nc21. (2) The molecule is COc1ccccc1-c1ccc2ncnc(N(C)Cc3ccco3)c2c1. The result is 1 (inhibitor). (3) The drug is Cc1ccccc1[C@@H](OCCN(C)C)c1ccccc1. The result is 0 (non-inhibitor).